Task: Predict the product of the given reaction.. Dataset: Forward reaction prediction with 1.9M reactions from USPTO patents (1976-2016) Given the reactants [Cl:1][C:2]1[CH:31]=[CH:30][C:5]([CH2:6][N:7]2[C:15]3[C:10](=[CH:11][C:12](/[CH:16]=[C:17]4/[C:18](=[O:29])[N:19]([C@H:23]5[C@H:27]([F:28])[CH2:26][NH:25][CH2:24]5)[C:20](=[O:22])[S:21]/4)=[CH:13][CH:14]=3)[CH:9]=[N:8]2)=[C:4]([C:32]([F:35])([F:34])[F:33])[CH:3]=1.[CH3:36][C:37]([CH3:39])=O, predict the reaction product. The product is: [Cl:1][C:2]1[CH:31]=[CH:30][C:5]([CH2:6][N:7]2[C:15]3[C:10](=[CH:11][C:12](/[CH:16]=[C:17]4/[C:18](=[O:29])[N:19]([C@H:23]5[C@H:27]([F:28])[CH2:26][N:25]([CH:37]([CH3:39])[CH3:36])[CH2:24]5)[C:20](=[O:22])[S:21]/4)=[CH:13][CH:14]=3)[CH:9]=[N:8]2)=[C:4]([C:32]([F:34])([F:35])[F:33])[CH:3]=1.